Dataset: Full USPTO retrosynthesis dataset with 1.9M reactions from patents (1976-2016). Task: Predict the reactants needed to synthesize the given product. Given the product [N:1]([CH2:6][CH2:7][CH2:8][C:9]([C:11]1[CH:12]=[CH:13][C:14]([OH:17])=[CH:15][CH:16]=1)([C:18]1[CH:23]=[CH:22][C:21]([OH:24])=[CH:20][CH:19]=1)[CH3:10])=[N+:2]=[N-:3], predict the reactants needed to synthesize it. The reactants are: [N-:1]=[N+:2]=[N-:3].[Na+].Br[CH2:6][CH2:7][CH2:8][C:9]([C:18]1[CH:23]=[CH:22][C:21]([OH:24])=[CH:20][CH:19]=1)([C:11]1[CH:16]=[CH:15][C:14]([OH:17])=[CH:13][CH:12]=1)[CH3:10].